This data is from Forward reaction prediction with 1.9M reactions from USPTO patents (1976-2016). The task is: Predict the product of the given reaction. (1) Given the reactants [Br:1][C:2]1[CH:7]=[CH:6][C:5]([OH:8])=[C:4]([CH3:9])[CH:3]=1.N1C=CC=CC=1.[C:16](Cl)(=[O:18])[CH3:17], predict the reaction product. The product is: [C:16]([O:8][C:5]1[CH:6]=[CH:7][C:2]([Br:1])=[CH:3][C:4]=1[CH3:9])(=[O:18])[CH3:17]. (2) Given the reactants Br[C:2]1[CH:17]=[CH:16][CH:15]=[C:14]([Si:18]([CH3:21])([CH3:20])[CH3:19])[C:3]=1[C:4]([NH:6][C:7]1[CH:12]=[CH:11][CH:10]=[CH:9][C:8]=1[CH3:13])=[O:5].C1COCC1.[Li]C(CC)C.C(O)(=O)CC(CC(O)=O)(C(O)=O)O, predict the reaction product. The product is: [CH3:13][C:8]1[CH:9]=[CH:10][CH:11]=[CH:12][C:7]=1[NH:6][C:4](=[O:5])[C:3]1[CH:2]=[CH:17][CH:16]=[CH:15][C:14]=1[Si:18]([CH3:21])([CH3:20])[CH3:19].